Dataset: Forward reaction prediction with 1.9M reactions from USPTO patents (1976-2016). Task: Predict the product of the given reaction. (1) Given the reactants [NH2:1][C:2]1[CH:3]=[C:4](C=CC=1C)[C:5]([NH:7][C:8]1C=CC(CN2CCN(CC)CC2)=C(C(F)(F)F)C=1)=O.C([N:33](CC)CC)C.[S:38](Cl)([C:41]1[CH:47]=[CH:46][C:44]([CH3:45])=[CH:43][CH:42]=1)(=[O:40])=[O:39].Cl[CH2:50][Cl:51], predict the reaction product. The product is: [Cl:51][C:50]1[C:4]2[CH:3]=[CH:2][N:1]([S:38]([C:41]3[CH:47]=[CH:46][C:44]([CH3:45])=[CH:43][CH:42]=3)(=[O:40])=[O:39])[C:5]=2[N:7]=[CH:8][N:33]=1. (2) Given the reactants C([O:5][C:6](=[O:21])[CH2:7][N:8]1[C:16]2[C:11](=[CH:12][CH:13]=[C:14]([Cl:17])[CH:15]=2)[C:10]([C:18](=[O:20])[NH2:19])=[N:9]1)(C)(C)C.C(O)(C(F)(F)F)=O, predict the reaction product. The product is: [C:18]([C:10]1[C:11]2[C:16](=[CH:15][C:14]([Cl:17])=[CH:13][CH:12]=2)[N:8]([CH2:7][C:6]([OH:21])=[O:5])[N:9]=1)(=[O:20])[NH2:19].